From a dataset of Peptide-MHC class II binding affinity with 134,281 pairs from IEDB. Regression. Given a peptide amino acid sequence and an MHC pseudo amino acid sequence, predict their binding affinity value. This is MHC class II binding data. (1) The peptide sequence is SMSMILVGV. The MHC is DRB1_0801 with pseudo-sequence DRB1_0801. The binding affinity (normalized) is 0.366. (2) The peptide sequence is WIESQKNGSWKLEKA. The MHC is DRB1_0405 with pseudo-sequence DRB1_0405. The binding affinity (normalized) is 0.0976. (3) The peptide sequence is VIRDLAAMDGGGFYA. The MHC is DRB3_0202 with pseudo-sequence DRB3_0202. The binding affinity (normalized) is 0.282. (4) The peptide sequence is GPDGRLLRGHDQYAYDGKD. The MHC is DRB1_0101 with pseudo-sequence DRB1_0101. The binding affinity (normalized) is 0.